This data is from Catalyst prediction with 721,799 reactions and 888 catalyst types from USPTO. The task is: Predict which catalyst facilitates the given reaction. (1) Reactant: [H-].[Na+].[NH:3]1[CH:7]=[CH:6][N:5]=[C:4]1[C:8]1[CH:13]=[CH:12][C:11]([C:14](=[O:16])[CH3:15])=[CH:10][CH:9]=1.[CH3:17]I. Product: [CH3:17][N:3]1[CH:7]=[CH:6][N:5]=[C:4]1[C:8]1[CH:9]=[CH:10][C:11]([C:14](=[O:16])[CH3:15])=[CH:12][CH:13]=1. The catalyst class is: 7. (2) Reactant: [Br:1][C:2]1[CH:8]=[CH:7][C:5]([NH2:6])=[CH:4][CH:3]=1.[CH:9](=O)[C:10]1[CH:15]=[CH:14][N:13]=[CH:12][CH:11]=1. Product: [Br:1][C:2]1[CH:8]=[CH:7][C:5]([N:6]=[CH:9][C:10]2[CH:15]=[CH:14][N:13]=[CH:12][CH:11]=2)=[CH:4][CH:3]=1. The catalyst class is: 11. (3) Reactant: Cl.[Cl:2][C:3]1[CH:23]=[CH:22][C:6]([CH2:7][C:8]2[N:9]=[C:10]([C:16]3[CH:21]=[CH:20][N:19]=[CH:18][CH:17]=3)[S:11][C:12]=2[C:13](=[NH:15])[NH2:14])=[CH:5][CH:4]=1.C(=O)([O-])[O-].[Na+].[Na+].Br[CH2:31][C:32](=O)[CH2:33][N:34]1[C:42](=[O:43])[C:41]2[C:36](=[CH:37][CH:38]=[CH:39][CH:40]=2)[C:35]1=[O:44]. The catalyst class is: 248. Product: [Cl:2][C:3]1[CH:4]=[CH:5][C:6]([CH2:7][C:8]2[N:9]=[C:10]([C:16]3[CH:21]=[CH:20][N:19]=[CH:18][CH:17]=3)[S:11][C:12]=2[C:13]2[NH:14][CH:31]=[C:32]([CH2:33][N:34]3[C:42](=[O:43])[C:41]4[C:36](=[CH:37][CH:38]=[CH:39][CH:40]=4)[C:35]3=[O:44])[N:15]=2)=[CH:22][CH:23]=1. (4) Product: [O:21]=[C:15]1[CH:14]([N:7]2[CH2:6][C:5]3[C:9](=[CH:10][CH:11]=[CH:12][C:4]=3[CH2:3][NH:2][C:38]([NH:37][C:34]3[CH:35]=[CH:36][C:31]([O:30][CH3:29])=[CH:32][CH:33]=3)=[O:39])[C:8]2=[O:13])[CH2:19][CH2:18][C:17](=[O:20])[NH:16]1. Reactant: Cl.[NH2:2][CH2:3][C:4]1[CH:12]=[CH:11][CH:10]=[C:9]2[C:5]=1[CH2:6][N:7]([CH:14]1[CH2:19][CH2:18][C:17](=[O:20])[NH:16][C:15]1=[O:21])[C:8]2=[O:13].C(N(CC)CC)C.[CH3:29][O:30][C:31]1[CH:36]=[CH:35][C:34]([N:37]=[C:38]=[O:39])=[CH:33][CH:32]=1. The catalyst class is: 1. (5) Reactant: [C:1]([C:4]1[CH:9]=[CH:8][C:7]([N:10]2[CH2:15][CH2:14][CH:13]([CH2:16][C:17]([OH:19])=O)[CH2:12][CH2:11]2)=[CH:6][CH:5]=1)(=[O:3])[CH3:2].[CH:20]1([N:25]2[CH2:30][CH2:29][NH:28][CH2:27][CH2:26]2)[CH2:24][CH2:23][CH2:22]C1.F[P-](F)(F)(F)(F)F.N1(O[P+](N(C)C)(N(C)C)N(C)C)C2C=CC=CC=2N=N1. Product: [C:1]([C:4]1[CH:5]=[CH:6][C:7]([N:10]2[CH2:11][CH2:12][CH:13]([CH2:16][C:17]([N:28]3[CH2:27][CH2:26][N:25]([CH:20]4[CH2:22][CH2:23][CH2:24]4)[CH2:30][CH2:29]3)=[O:19])[CH2:14][CH2:15]2)=[CH:8][CH:9]=1)(=[O:3])[CH3:2]. The catalyst class is: 2.